From a dataset of Catalyst prediction with 721,799 reactions and 888 catalyst types from USPTO. Predict which catalyst facilitates the given reaction. (1) Reactant: O=[C:2]1[CH2:7][CH2:6][CH2:5][N:4]([C:8]([O:10][C:11]([CH3:14])([CH3:13])[CH3:12])=[O:9])[CH2:3]1.[NH2:15][CH2:16][CH2:17][CH2:18][OH:19]. Product: [OH:19][CH2:18][CH2:17][CH2:16][NH:15][CH:2]1[CH2:7][CH2:6][CH2:5][N:4]([C:8]([O:10][C:11]([CH3:14])([CH3:13])[CH3:12])=[O:9])[CH2:3]1. The catalyst class is: 19. (2) Reactant: CC1C=CC(S(O[CH2:12][CH:13]2[CH2:22][CH2:21][C:20]3[C:15](=[CH:16][C:17]([S:23]([CH3:26])(=[O:25])=[O:24])=[CH:18][CH:19]=3)[O:14]2)(=O)=O)=CC=1.[CH3:27][NH:28][CH2:29][CH2:30][CH3:31]. Product: [CH3:27][N:28]([CH2:12][CH:13]1[CH2:22][CH2:21][C:20]2[C:15](=[CH:16][C:17]([S:23]([CH3:26])(=[O:24])=[O:25])=[CH:18][CH:19]=2)[O:14]1)[CH2:29][CH2:30][CH3:31]. The catalyst class is: 10. (3) Reactant: [NH:1]1[C:9]2[C:4](=[CH:5][CH:6]=[CH:7][CH:8]=2)[C:3](/[CH:10]=[C:11]2\[O:12][C:13]3[CH:20]=[C:19]([OH:21])[CH:18]=[CH:17][C:14]=3[C:15]\2=[O:16])=[CH:2]1.[CH3:22][N:23]([CH3:32])[C:24]([N:26]1[CH2:31][CH2:30][NH:29][CH2:28][CH2:27]1)=[O:25].[CH2:33]=O. Product: [NH:1]1[C:9]2[C:4](=[CH:5][CH:6]=[CH:7][CH:8]=2)[C:3](/[CH:10]=[C:11]2\[O:12][C:13]3[C:20]([CH2:33][N:29]4[CH2:28][CH2:27][N:26]([C:24]([N:23]([CH3:32])[CH3:22])=[O:25])[CH2:31][CH2:30]4)=[C:19]([OH:21])[CH:18]=[CH:17][C:14]=3[C:15]\2=[O:16])=[CH:2]1. The catalyst class is: 8. (4) Reactant: [F:1][C:2]1[CH:3]=[CH:4][C:5]([N+:21]([O-])=O)=[C:6]([NH:8][C@@H:9]2[CH2:14][CH2:13][C@H:12]([C:15]([NH:17][CH:18]([CH3:20])[CH3:19])=[O:16])[CH2:11][CH2:10]2)[CH:7]=1.C([O-])=O.[NH4+]. Product: [NH2:21][C:5]1[CH:4]=[CH:3][C:2]([F:1])=[CH:7][C:6]=1[NH:8][C@@H:9]1[CH2:10][CH2:11][C@H:12]([C:15]([NH:17][CH:18]([CH3:20])[CH3:19])=[O:16])[CH2:13][CH2:14]1. The catalyst class is: 50.